This data is from Reaction yield outcomes from USPTO patents with 853,638 reactions. The task is: Predict the reaction yield, written as a fraction of the theoretical maximum amount of product (1.0 means a 100% yield; for example, 0.34 means a 34% yield). (1) The reactants are C(N(S(F)(F)[F:7])CC)C.C(=O)=O.CC(C)=O.O[C:18]1([C:31]2[CH:36]=[CH:35][CH:34]=[CH:33][CH:32]=2)[CH2:23][CH2:22][N:21]([C:24]([O:26][C:27]([CH3:30])([CH3:29])[CH3:28])=[O:25])[CH2:20][CH2:19]1.ClC1C=C(C=CC=1)C(OO)=O. The catalyst is ClCCl. The product is [F:7][C:18]1([C:31]2[CH:36]=[CH:35][CH:34]=[CH:33][CH:32]=2)[CH2:23][CH2:22][N:21]([C:24]([O:26][C:27]([CH3:30])([CH3:29])[CH3:28])=[O:25])[CH2:20][CH2:19]1. The yield is 1.00. (2) The reactants are [CH3:1][O:2][C:3](=[O:14])[C:4]1[CH:9]=[CH:8][C:7]([CH3:10])=[CH:6][C:5]=1[N+:11]([O-:13])=[O:12].C1C(=O)N([Br:22])C(=O)C1.COC(C)(C)C. The catalyst is C(#N)C. The product is [CH3:1][O:2][C:3](=[O:14])[C:4]1[CH:9]=[CH:8][C:7]([CH2:10][Br:22])=[CH:6][C:5]=1[N+:11]([O-:13])=[O:12]. The yield is 0.430. (3) The reactants are [F:1][C:2]1[CH:7]=[CH:6][C:5]([C:8]2[N:9]=[N:10][N:11]([CH3:18])[C:12]=2[C:13]2[N:14]=[CH:15][NH:16][CH:17]=2)=[CH:4][CH:3]=1.[CH3:19][C:20]([C:22]1[CH:27]=[CH:26][C:25](F)=[CH:24][CH:23]=1)=[O:21].C(=O)([O-])[O-].[K+].[K+].O. The catalyst is CN(C=O)C. The product is [F:1][C:2]1[CH:7]=[CH:6][C:5]([C:8]2[N:9]=[N:10][N:11]([CH3:18])[C:12]=2[C:13]2[N:14]=[CH:15][N:16]([C:25]3[CH:26]=[CH:27][C:22]([C:20](=[O:21])[CH3:19])=[CH:23][CH:24]=3)[CH:17]=2)=[CH:4][CH:3]=1. The yield is 0.470. (4) The reactants are N12CCC(CC1)CN2.[CH:9](=[O:16])[C:10]1[CH:15]=[CH:14][CH:13]=[CH:12][CH:11]=1.[C:17]([O:21][CH3:22])(=[O:20])[CH:18]=[CH2:19]. No catalyst specified. The product is [OH:16][CH:9]([C:10]1[CH:15]=[CH:14][CH:13]=[CH:12][CH:11]=1)[C:18](=[CH2:19])[C:17]([O:21][CH3:22])=[O:20]. The yield is 0.770. (5) The reactants are [CH3:1][C:2]1[O:6][N:5]=[C:4]([C:7]2[CH:12]=[CH:11][CH:10]=[CH:9][CH:8]=2)[C:3]=1[C:13]1[CH:27]=[CH:26][C:16]([C:17]([NH:19][CH:20]([CH2:24][CH3:25])[C:21]([O-])=O)=[O:18])=[CH:15][CH:14]=1.[OH-:28].[Na+].[OH:30][N:31]1[C:35](=[O:36])[CH2:34][CH2:33][C:32]1=[O:37].Cl.C(N=C=NCCCN(C)C)C. The catalyst is CO.C(OCC)(=O)C. The product is [O:37]=[C:32]1[CH2:33][CH2:34][C:35](=[O:36])[N:31]1[O:30][C:25](=[O:28])[CH2:24][C@H:20]([NH:19][C:17](=[O:18])[C:16]1[CH:26]=[CH:27][C:13]([C:3]2[C:4]([C:7]3[CH:12]=[CH:11][CH:10]=[CH:9][CH:8]=3)=[N:5][O:6][C:2]=2[CH3:1])=[CH:14][CH:15]=1)[CH3:21]. The yield is 0.750.